Dataset: Full USPTO retrosynthesis dataset with 1.9M reactions from patents (1976-2016). Task: Predict the reactants needed to synthesize the given product. (1) Given the product [Si:12]([O:19][C:20]1[CH:27]=[C:26]([CH3:28])[C:23]([C:24]2[N:1]=[C:2]3[CH:3]=[CH:4][CH:5]=[C:6]([O:8][CH2:9][CH2:10][OH:11])[N:7]3[C:31]=2[NH:30][C:32]2[CH:41]=[CH:40][C:35]3[O:36][CH2:37][CH2:38][O:39][C:34]=3[CH:33]=2)=[C:22]([CH3:29])[CH:21]=1)([C:15]([CH3:18])([CH3:17])[CH3:16])([CH3:14])[CH3:13], predict the reactants needed to synthesize it. The reactants are: [NH2:1][C:2]1[N:7]=[C:6]([O:8][CH2:9][CH2:10][OH:11])[CH:5]=[CH:4][CH:3]=1.[Si:12]([O:19][C:20]1[CH:27]=[C:26]([CH3:28])[C:23]([CH:24]=O)=[C:22]([CH3:29])[CH:21]=1)([C:15]([CH3:18])([CH3:17])[CH3:16])([CH3:14])[CH3:13].[N+:30]([C:32]1[CH:41]=[CH:40][C:35]2[O:36][CH2:37][CH2:38][O:39][C:34]=2[CH:33]=1)#[C-:31]. (2) The reactants are: C([Mg]Cl)(C)C.[Li]CCCC.Br[C:12]1[C:17]([CH3:18])=[CH:16][C:15]([N:19]([CH3:21])[CH3:20])=[CH:14][C:13]=1[F:22].[C:23](=[O:25])=[O:24].[OH-].[Na+]. Given the product [CH3:20][N:19]([CH3:21])[C:15]1[CH:16]=[C:17]([CH3:18])[C:12]([C:23]([OH:25])=[O:24])=[C:13]([F:22])[CH:14]=1, predict the reactants needed to synthesize it. (3) Given the product [CH:1]1([O:6][C:7]2[CH:41]=[CH:40][C:10]([C:11]([C:13]3[CH:33]=[CH:32][C:16]([O:17][CH2:18][C:19]4[CH:24]=[CH:23][C:22](/[CH:25]=[CH:26]/[C:27]([OH:29])=[O:28])=[CH:21][CH:20]=4)=[C:15]([CH2:34][CH2:35][C:36]([OH:38])=[O:37])[CH:14]=3)=[O:12])=[C:9]([OH:42])[CH:8]=2)[CH2:2][CH2:3][CH2:4][CH2:5]1, predict the reactants needed to synthesize it. The reactants are: [CH:1]1([O:6][C:7]2[CH:41]=[CH:40][C:10]([C:11]([C:13]3[CH:33]=[CH:32][C:16]([O:17][CH2:18][C:19]4[CH:24]=[CH:23][C:22](/[CH:25]=[CH:26]/[C:27]([O:29]CC)=[O:28])=[CH:21][CH:20]=4)=[C:15]([CH2:34][CH2:35][C:36]([O:38]C)=[O:37])[CH:14]=3)=[O:12])=[C:9]([OH:42])[CH:8]=2)[CH2:5][CH2:4][CH2:3][CH2:2]1. (4) Given the product [NH2:1][C:2]1[CH:3]=[N:4][N:5]([CH2:21][C:22]2[CH:27]=[CH:26][C:25]([O:28][CH3:29])=[CH:24][CH:23]=2)[C:6]=1[N:7]1[CH2:12][CH2:11][N:10]([C:13]([O:15][C:16]([CH3:18])([CH3:19])[CH3:17])=[O:14])[CH2:9][C@H:8]1[CH3:20], predict the reactants needed to synthesize it. The reactants are: [NH2:1][C:2]1[CH:3]=[N:4][N:5]([CH2:21][C:22]2[CH:27]=[CH:26][C:25]([O:28][CH3:29])=[CH:24][CH:23]=2)[C:6]=1[N:7]1[CH2:12][CH2:11][N:10]([C:13]([O:15][C:16]([CH3:19])([CH3:18])[CH3:17])=[O:14])[CH2:9][C@@H:8]1[CH3:20].ClC1N(CC2C=CC(OC)=CC=2)N=CC=1[N+]([O-])=O.C[C@H]1NCCN(C(OC(C)(C)C)=O)C1. (5) Given the product [F:47][C:48]1[CH:49]=[C:50]2[C:54](=[CH:55][CH:56]=1)[N:53]([NH:57][C:13]([C:10]1[CH:11]=[N:12][C:7]([C:2]3[CH:3]=[CH:4][CH:5]=[CH:6][N:1]=3)=[N:8][CH:9]=1)=[O:15])[CH:52]=[C:51]2[CH3:58], predict the reactants needed to synthesize it. The reactants are: [N:1]1[CH:6]=[CH:5][CH:4]=[CH:3][C:2]=1[C:7]1[N:12]=[CH:11][C:10]([C:13]([OH:15])=O)=[CH:9][N:8]=1.CN(C(SC1[N+]([O-])=CC=CC=1)=[N+](C)C)C.F[P-](F)(F)(F)(F)F.CCN(C(C)C)C(C)C.[F:47][C:48]1[CH:49]=[C:50]2[C:54](=[CH:55][CH:56]=1)[N:53]([NH2:57])[CH:52]=[C:51]2[CH3:58]. (6) The reactants are: [C:1]([N:8]1[CH2:12][CH2:11][CH2:10][CH2:9]1)([O:3][C:4]([CH3:7])([CH3:6])[CH3:5])=[O:2].[CH2:27]1[CH2:26][C@H:25]2[N:24](C[C@H:18]3[C@@H:25]4[CH2:26][CH2:27][CH2:28][CH2:29][N:24]4C[C@@H:18]2C3)[CH2:29][CH2:28]1.[Li]C(CC)C. Given the product [NH2:24][C:29]1[CH:18]=[CH:25][C:26]([C@H:12]2[CH2:11][CH2:10][CH2:9][N:8]2[C:1]([O:3][C:4]([CH3:7])([CH3:6])[CH3:5])=[O:2])=[CH:27][CH:28]=1, predict the reactants needed to synthesize it. (7) Given the product [CH:34]([C:31]1[CH:30]=[CH:29][C:28]([O:27][CH3:26])=[C:33]([C:2]2[CH:21]=[CH:20][C:19]([C:22]([F:25])([F:24])[F:23])=[CH:18][C:3]=2[CH2:4][N:5]2[CH2:10][CH2:9][CH:8]([C:11]3[CH:16]=[CH:15][CH:14]=[CH:13][CH:12]=3)[O:7][C:6]2=[O:17])[CH:32]=1)([CH3:36])[CH3:35], predict the reactants needed to synthesize it. The reactants are: I[C:2]1[CH:21]=[CH:20][C:19]([C:22]([F:25])([F:24])[F:23])=[CH:18][C:3]=1[CH2:4][N:5]1[CH2:10][CH2:9][CH:8]([C:11]2[CH:16]=[CH:15][CH:14]=[CH:13][CH:12]=2)[O:7][C:6]1=[O:17].[CH3:26][O:27][C:28]1[CH:33]=[CH:32][C:31]([CH:34]([CH3:36])[CH3:35])=[CH:30][C:29]=1B(O)O.C(=O)([O-])[O-].[K+].[K+].